This data is from Catalyst prediction with 721,799 reactions and 888 catalyst types from USPTO. The task is: Predict which catalyst facilitates the given reaction. (1) Reactant: [Cl:1][C:2]1[C:3]([CH3:19])=[C:4]2[C:11]([CH:12]3[CH2:14][CH2:13]3)=[C:10]([C:15]([O:17]C)=[O:16])[S:9][C:5]2=[N:6][C:7]=1[CH3:8].[OH-].[K+].Cl. Product: [Cl:1][C:2]1[C:3]([CH3:19])=[C:4]2[C:11]([CH:12]3[CH2:13][CH2:14]3)=[C:10]([C:15]([OH:17])=[O:16])[S:9][C:5]2=[N:6][C:7]=1[CH3:8]. The catalyst class is: 24. (2) The catalyst class is: 13. Reactant: [CH3:1][O:2][C:3]1[CH:8]=[CH:7][C:6]([CH2:9][NH2:10])=[CH:5][CH:4]=1.[C:11]([O:20][CH3:21])(=[O:19])[C:12]([CH2:14][C:15](OC)=[O:16])=[CH2:13]. Product: [CH3:1][O:2][C:3]1[CH:8]=[CH:7][C:6]([CH2:9][N:10]2[C:15](=[O:16])[CH2:14][CH:12]([C:11]([O:20][CH3:21])=[O:19])[CH2:13]2)=[CH:5][CH:4]=1. (3) Reactant: [CH3:1][CH:2]([CH2:6][CH2:7][CH2:8][CH:9]([CH3:11])[CH3:10])[CH2:3][CH2:4]O.C1(P(C2C=CC=CC=2)C2C=CC=CC=2)C=CC=CC=1.[Br:31]N1C(=O)CCC1=O. Product: [CH3:1][CH:2]([CH2:6][CH2:7][CH2:8][CH:9]([CH3:11])[CH3:10])[CH2:3][CH2:4][Br:31]. The catalyst class is: 2. (4) Reactant: N1C=CC=CC=1.[S:15](O[S:15]([C:18]([F:21])([F:20])[F:19])(=[O:17])=[O:16])([C:18]([F:21])([F:20])[F:19])(=[O:17])=[O:16].[CH2:22]([C:25]1[CH:30]=[C:29]([C:31]2[S:32][CH:33]=[C:34]([C:36]3[CH:42]=[CH:41][C:39]([NH2:40])=[CH:38][CH:37]=3)[N:35]=2)[CH:28]=[CH:27][N:26]=1)[CH2:23][CH3:24]. Product: [F:21][C:18]([F:19])([F:20])[S:15]([NH:40][C:39]1[CH:38]=[CH:37][C:36]([C:34]2[N:35]=[C:31]([C:29]3[CH:28]=[CH:27][N:26]=[C:25]([CH2:22][CH2:23][CH3:24])[CH:30]=3)[S:32][CH:33]=2)=[CH:42][CH:41]=1)(=[O:16])=[O:17]. The catalyst class is: 34.